Dataset: Full USPTO retrosynthesis dataset with 1.9M reactions from patents (1976-2016). Task: Predict the reactants needed to synthesize the given product. (1) Given the product [Cl:10][C:11]1[CH:16]=[CH:15][C:14]([CH:17]([C:23]2[CH:28]=[CH:27][C:26]([Cl:29])=[CH:25][CH:24]=2)[N:18]2[CH2:19][CH:20]([NH:22][C:40](=[O:41])[CH2:39][S:36]([C:31]3[CH:32]=[CH:9][C:7]([CH3:8])=[CH:35][CH:30]=3)(=[O:38])=[O:37])[CH2:21]2)=[CH:13][CH:12]=1, predict the reactants needed to synthesize it. The reactants are: C(N=C=N[CH:7]([CH3:9])[CH3:8])(C)C.[Cl:10][C:11]1[CH:16]=[CH:15][C:14]([CH:17]([C:23]2[CH:28]=[CH:27][C:26]([Cl:29])=[CH:25][CH:24]=2)[N:18]2[CH2:21][CH:20]([NH2:22])[CH2:19]2)=[CH:13][CH:12]=1.[C:30]1(C)[C:31]([S:36]([CH2:39][C:40](O)=[O:41])(=[O:38])=[O:37])=[CH:32]C=C[CH:35]=1.OC1C2N=NNC=2C=CC=1. (2) Given the product [NH2:16][C:2]([CH3:15])([CH3:1])[CH2:3][CH2:4][N:5]1[C:9]2[CH:10]=[CH:11][CH:12]=[CH:13][C:8]=2[O:7][C:6]1=[O:14], predict the reactants needed to synthesize it. The reactants are: [CH3:1][C:2]([N+:16]([O-])=O)([CH3:15])[CH2:3][CH2:4][N:5]1[C:9]2[CH:10]=[CH:11][CH:12]=[CH:13][C:8]=2[O:7][C:6]1=[O:14]. (3) Given the product [C:1]([O:4][CH2:5][C@H:6]1[CH2:11][C@@H:10]([O:12][C:13](=[O:15])[CH3:14])[CH2:9][CH2:8][C@@:7]1([C@H:17]1[CH2:25][CH2:24][C@@:23]2([CH3:26])[C@@H:19]([CH2:20][CH2:21][C:22]2=[CH2:27])[C@@H:18]1[CH2:28][NH2:29])[CH3:16])(=[O:3])[CH3:2], predict the reactants needed to synthesize it. The reactants are: [C:1]([O:4][CH2:5][C@H:6]1[CH2:11][C@@H:10]([O:12][C:13](=[O:15])[CH3:14])[CH2:9][CH2:8][C@@:7]1([C@H:17]1[CH2:25][CH2:24][C@@:23]2([CH3:26])[C@@H:19]([CH2:20][CH2:21][C:22]2=[CH2:27])[C@@H:18]1[CH2:28][N:29]=[N+]=[N-])[CH3:16])(=[O:3])[CH3:2].C1C=CC(P(C2C=CC=CC=2)C2C=CC=CC=2)=CC=1.O. (4) The reactants are: [CH2:1]([C:5]1[N:6]=[N:7][C:8]([O:20][CH:21]2[CH2:26][CH2:25][N:24]([CH3:27])[CH2:23][CH2:22]2)=[CH:9][C:10]=1[C:11]1[CH:16]=[CH:15][C:14]([OH:17])=[C:13]([O:18][CH3:19])[CH:12]=1)[CH2:2][CH2:3][CH3:4].[CH:28]1(O)[CH2:33][CH2:32][CH2:31][CH2:30][CH2:29]1.C1(P(C2C=CC=CC=2)C2C=CC=CC=2)C=CC=CC=1.N(C(OC(C)C)=O)=NC(OC(C)C)=O.[ClH:68]. Given the product [ClH:68].[ClH:68].[CH2:1]([C:5]1[N:6]=[N:7][C:8]([O:20][CH:21]2[CH2:22][CH2:23][N:24]([CH3:27])[CH2:25][CH2:26]2)=[CH:9][C:10]=1[C:11]1[CH:16]=[CH:15][C:14]([O:17][CH:28]2[CH2:33][CH2:32][CH2:31][CH2:30][CH2:29]2)=[C:13]([O:18][CH3:19])[CH:12]=1)[CH2:2][CH2:3][CH3:4], predict the reactants needed to synthesize it. (5) Given the product [Cl:18][C:11]1[C:12]2[C:17](=[N:16][CH:15]=[CH:14][CH:13]=2)[NH:8][C:9](=[O:21])[C:10]=1[C:19]#[N:20], predict the reactants needed to synthesize it. The reactants are: COC1C=CC(C[N:8]2[C:17]3[C:12](=[CH:13][CH:14]=[CH:15][N:16]=3)[C:11]([Cl:18])=[C:10]([C:19]#[N:20])[C:9]2=[O:21])=CC=1. (6) Given the product [Cl:1][C:2]1[CH:26]=[CH:25][C:5]([CH2:6][N:7]2[C:15](=[O:16])[C:14]3[N:13]([CH3:17])[C:12]([CH2:18][CH3:19])=[N:11][C:10]=3[N:9]([CH2:20][C:21]([N:31]3[CH2:32][CH2:33][C:29]([F:34])([F:28])[CH2:30]3)=[O:22])[C:8]2=[O:24])=[CH:4][CH:3]=1, predict the reactants needed to synthesize it. The reactants are: [Cl:1][C:2]1[CH:26]=[CH:25][C:5]([CH2:6][N:7]2[C:15](=[O:16])[C:14]3[N:13]([CH3:17])[C:12]([CH2:18][CH3:19])=[N:11][C:10]=3[N:9]([CH2:20][C:21](O)=[O:22])[C:8]2=[O:24])=[CH:4][CH:3]=1.Cl.[F:28][C:29]1([F:34])[CH2:33][CH2:32][NH:31][CH2:30]1.CN(C(ON1N=NC2C=CC=CC1=2)=[N+](C)C)C.[B-](F)(F)(F)F.CCN(C(C)C)C(C)C.